This data is from Catalyst prediction with 721,799 reactions and 888 catalyst types from USPTO. The task is: Predict which catalyst facilitates the given reaction. (1) Reactant: [C:1]([C:4]1[CH:5]=[C:6]2[C:11](=[CH:12][CH:13]=1)[C:10](=[O:14])[N:9]([CH2:15][CH:16]([CH3:18])[CH3:17])[C:8]([CH2:19][NH:20]C(=O)OC(C)(C)C)=[C:7]2[O:28][CH2:29][CH2:30][CH2:31][CH3:32])(=[O:3])[CH3:2].[ClH:33]. Product: [ClH:33].[C:1]([C:4]1[CH:5]=[C:6]2[C:11](=[CH:12][CH:13]=1)[C:10](=[O:14])[N:9]([CH2:15][CH:16]([CH3:18])[CH3:17])[C:8]([CH2:19][NH2:20])=[C:7]2[O:28][CH2:29][CH2:30][CH2:31][CH3:32])(=[O:3])[CH3:2]. The catalyst class is: 13. (2) The catalyst class is: 1. Reactant: [H-].[Na+].[CH2:3]([O:10][CH2:11][CH:12]([OH:16])[CH2:13][CH:14]=[CH2:15])[C:4]1[CH:9]=[CH:8][CH:7]=[CH:6][CH:5]=1.[CH2:17](Br)[CH:18]=[CH2:19]. Product: [CH2:19]([O:16][CH:12]([CH2:13][CH:14]=[CH2:15])[CH2:11][O:10][CH2:3][C:4]1[CH:9]=[CH:8][CH:7]=[CH:6][CH:5]=1)[CH:18]=[CH2:17]. (3) Reactant: C([O:8][C:9]1[C:18]2[C:13](=[CH:14][CH:15]=[CH:16][CH:17]=2)[N:12]=[C:11](/[CH:19]=[CH:20]/[CH:21]2[CH2:26][CH2:25][N:24](C(OCC3C=CC=CC=3)=O)[CH2:23][CH2:22]2)[C:10]=1[CH3:37])C1C=CC=CC=1.C1COCC1. Product: [CH3:37][C:10]1[C:9](=[O:8])[C:18]2[C:13](=[CH:14][CH:15]=[CH:16][CH:17]=2)[NH:12][C:11]=1[CH2:19][CH2:20][CH:21]1[CH2:26][CH2:25][NH:24][CH2:23][CH2:22]1. The catalyst class is: 63. (4) Reactant: [CH2:1]([Mg]Cl)[CH:2]([CH3:4])[CH3:3].[CH3:7][CH:8]1[CH2:13][C:12](=[O:14])[CH2:11][CH2:10][N:9]1[C:15]([O:17][C:18]([CH3:21])([CH3:20])[CH3:19])=[O:16].Cl. Product: [OH:14][C:12]1([CH2:1][CH:2]([CH3:4])[CH3:3])[CH2:11][CH2:10][N:9]([C:15]([O:17][C:18]([CH3:20])([CH3:19])[CH3:21])=[O:16])[CH:8]([CH3:7])[CH2:13]1. The catalyst class is: 1.